From a dataset of Full USPTO retrosynthesis dataset with 1.9M reactions from patents (1976-2016). Predict the reactants needed to synthesize the given product. (1) Given the product [C:1]([O:5][C:6]([CH:8]1[CH:14]([C:15]([OH:17])=[O:16])[CH2:13][CH2:12][CH2:11][CH2:10][N:9]1[S:25]([C:28]1[CH:33]=[CH:32][C:31]([O:34][CH3:35])=[CH:30][CH:29]=1)(=[O:27])=[O:26])=[O:7])([CH3:4])([CH3:3])[CH3:2], predict the reactants needed to synthesize it. The reactants are: [C:1]([O:5][C:6]([CH:8]1[CH:14]([C:15]([O:17]CC2C=CC=CC=2)=[O:16])[CH2:13][CH:12]=[CH:11][CH2:10][N:9]1[S:25]([C:28]1[CH:33]=[CH:32][C:31]([O:34][CH3:35])=[CH:30][CH:29]=1)(=[O:27])=[O:26])=[O:7])([CH3:4])([CH3:3])[CH3:2]. (2) The reactants are: [CH3:1][O:2][C:3](=[O:30])[CH2:4][C:5]1[CH:10]=[CH:9][CH:8]=[C:7]([O:11][CH2:12][CH2:13][CH2:14][NH:15][CH2:16][CH:17]([C:24]2[CH:29]=[CH:28][CH:27]=[CH:26][CH:25]=2)[C:18]2[CH:23]=[CH:22][CH:21]=[CH:20][CH:19]=2)[CH:6]=1.[C:31]([C:35]1[CH:36]=[C:37]([CH:40]=[C:41]([C:43]([CH3:46])([CH3:45])[CH3:44])[CH:42]=1)[CH2:38]Br)([CH3:34])([CH3:33])[CH3:32].C(=O)([O-])[O-].[K+].[K+]. Given the product [CH3:1][O:2][C:3](=[O:30])[CH2:4][C:5]1[CH:10]=[CH:9][CH:8]=[C:7]([O:11][CH2:12][CH2:13][CH2:14][N:15]([CH2:16][CH:17]([C:24]2[CH:29]=[CH:28][CH:27]=[CH:26][CH:25]=2)[C:18]2[CH:19]=[CH:20][CH:21]=[CH:22][CH:23]=2)[CH2:38][C:37]2[CH:36]=[C:35]([C:31]([CH3:33])([CH3:32])[CH3:34])[CH:42]=[C:41]([C:43]([CH3:46])([CH3:45])[CH3:44])[CH:40]=2)[CH:6]=1, predict the reactants needed to synthesize it. (3) Given the product [C:11]1([C:4]2[CH:5]=[C:6]([Br:8])[CH:7]=[C:2]([C:2]3[CH:7]=[CH:6][CH:5]=[CH:4][CH:3]=3)[CH:3]=2)[CH:16]=[CH:15][CH:14]=[CH:13][CH:12]=1, predict the reactants needed to synthesize it. The reactants are: Br[C:2]1[CH:7]=[C:6]([Br:8])[CH:5]=[C:4](Br)[C:3]=1I.[C:11]1([Mg]Br)[CH:16]=[CH:15][CH:14]=[CH:13][CH:12]=1.Cl. (4) Given the product [C:12]([CH2:1][C:4]1[CH:11]=[CH:10][CH:9]=[CH:8][C:5]=1[CH:6]=[O:7])([OH:14])=[O:13], predict the reactants needed to synthesize it. The reactants are: [C:1]([C:4]1[CH:11]=[CH:10][CH:9]=[CH:8][C:5]=1[CH:6]=[O:7])(O)=O.[C:12](=O)([O-:14])[O-:13].[K+].[K+].CI.